From a dataset of Reaction yield outcomes from USPTO patents with 853,638 reactions. Predict the reaction yield, written as a fraction of the theoretical maximum amount of product (1.0 means a 100% yield; for example, 0.34 means a 34% yield). The reactants are [CH2:1]([N:8]1[CH2:12][CH2:11][CH:10]([CH2:13][CH2:14][NH2:15])[CH2:9]1)[C:2]1[CH:7]=[CH:6][CH:5]=[CH:4][CH:3]=1.[OH-].[Na+].O.[C:19](O[C:19]([O:21][C:22]([CH3:25])([CH3:24])[CH3:23])=[O:20])([O:21][C:22]([CH3:25])([CH3:24])[CH3:23])=[O:20]. The catalyst is C1COCC1. The product is [CH2:1]([N:8]1[CH2:12][CH2:11][CH:10]([CH2:13][CH2:14][NH:15][C:19]([O:21][C:22]([CH3:25])([CH3:24])[CH3:23])=[O:20])[CH2:9]1)[C:2]1[CH:7]=[CH:6][CH:5]=[CH:4][CH:3]=1. The yield is 0.800.